Dataset: Full USPTO retrosynthesis dataset with 1.9M reactions from patents (1976-2016). Task: Predict the reactants needed to synthesize the given product. Given the product [CH3:11][N:7]1[C:8]2[C:4](=[CH:3][C:2]([C:20](=[O:24])[CH2:21][CH2:22][CH3:23])=[CH:10][CH:9]=2)[CH:5]=[CH:6]1, predict the reactants needed to synthesize it. The reactants are: Br[C:2]1[CH:3]=[C:4]2[C:8](=[CH:9][CH:10]=1)[N:7]([CH3:11])[CH:6]=[CH:5]2.[Li]CCCC.CON(C)[C:20](=[O:24])[CH2:21][CH2:22][CH3:23].